Dataset: Full USPTO retrosynthesis dataset with 1.9M reactions from patents (1976-2016). Task: Predict the reactants needed to synthesize the given product. (1) Given the product [CH2:19]([N:21]([CH2:25][CH3:26])[CH2:22][CH2:23][N:14]1[C:13]2[CH:12]=[CH:11][CH:10]=[CH:9][C:8]=2[C:7]2[C:15]1=[CH:3][CH:4]=[CH:5][CH:6]=2)[CH3:20], predict the reactants needed to synthesize it. The reactants are: [H-].[Na+].[CH:3]1[C:15]2[NH:14][C:13]3[C:8](=[CH:9][CH:10]=[CH:11][CH:12]=3)[C:7]=2[CH:6]=[CH:5][CH:4]=1.[H][H].Cl.[CH2:19]([N:21]([CH2:25][CH3:26])[CH2:22][CH2:23]Cl)[CH3:20]. (2) Given the product [CH3:1][N:2]1[C:6]([C:7]2[CH:12]=[CH:11][C:10]([NH:13][C:14]3[N:24]=[CH:25][C:26]4[CH:32]=[CH:31][N:30]=[C:29]([NH:33][CH2:34][C:35]([CH3:38])([CH3:37])[CH3:36])[C:27]=4[N:28]=3)=[C:9]([O:16][CH3:17])[CH:8]=2)=[CH:5][N:4]=[C:3]1[CH3:18], predict the reactants needed to synthesize it. The reactants are: [CH3:1][N:2]1[C:6]([C:7]2[CH:12]=[CH:11][C:10]([NH:13][CH:14]=O)=[C:9]([O:16][CH3:17])[CH:8]=2)=[CH:5][N:4]=[C:3]1[CH3:18].CS(C1[N:24]=[CH:25][C:26]2[CH:32]=[CH:31][N:30]=[C:29]([NH:33][CH2:34][C:35]([CH3:38])([CH3:37])[CH3:36])[C:27]=2[N:28]=1)(=O)=O.